From a dataset of Full USPTO retrosynthesis dataset with 1.9M reactions from patents (1976-2016). Predict the reactants needed to synthesize the given product. (1) Given the product [NH:3]1[C:7]2[CH:8]=[CH:9][CH:10]=[CH:11][C:6]=2[N:5]=[C:4]1[CH:12]([C:21]1([C:24]2[CH:29]=[CH:28][C:27]([O:30][CH3:31])=[CH:26][CH:25]=2)[CH2:22][CH2:23]1)[NH2:13], predict the reactants needed to synthesize it. The reactants are: N#N.[NH:3]1[C:7]2[CH:8]=[CH:9][CH:10]=[CH:11][C:6]=2[N:5]=[C:4]1[CH:12]([C:21]1([C:24]2[CH:29]=[CH:28][C:27]([O:30][CH3:31])=[CH:26][CH:25]=2)[CH2:23][CH2:22]1)[NH:13]CC1C=CC=CC=1. (2) Given the product [CH2:30]([N:24]([CH2:17][C:18]1[CH:19]=[CH:20][CH:21]=[CH:22][CH:23]=1)[CH2:25][CH2:26][CH2:27][CH2:28][N:10]1[CH2:9][CH2:8][CH:7]([N:6]2[C:5]3[CH:13]=[CH:14][CH:15]=[CH:16][C:4]=3[NH:3][C:2]2=[O:1])[CH2:12][CH2:11]1)[C:31]1[CH:36]=[CH:35][CH:34]=[CH:33][CH:32]=1, predict the reactants needed to synthesize it. The reactants are: [O:1]=[C:2]1[N:6]([CH:7]2[CH2:12][CH2:11][NH:10][CH2:9][CH2:8]2)[C:5]2[CH:13]=[CH:14][CH:15]=[CH:16][C:4]=2[NH:3]1.[CH2:17]([N:24]([CH2:30][C:31]1[CH:36]=[CH:35][CH:34]=[CH:33][CH:32]=1)[CH2:25][CH2:26][CH2:27][CH:28]=O)[C:18]1[CH:23]=[CH:22][CH:21]=[CH:20][CH:19]=1.